From a dataset of Catalyst prediction with 721,799 reactions and 888 catalyst types from USPTO. Predict which catalyst facilitates the given reaction. (1) Reactant: [N:1]1([C:7]2[CH:12]=[CH:11][C:10]([NH:13][C:14]([C:16]3[N:21]=[C:20]([CH2:22][N:23]4[CH2:29][CH2:28][CH2:27][N:26](C(OC(C)(C)C)=O)[CH2:25][CH2:24]4)[CH:19]=[CH:18][CH:17]=3)=[O:15])=[C:9]([C:37]3[CH:42]=[C:41]([C:43](=[O:56])[NH:44][CH2:45][C:46]4[CH:51]=[CH:50][CH:49]=[C:48]([C:52]([F:55])([F:54])[F:53])[CH:47]=4)[CH:40]=[CH:39][N:38]=3)[CH:8]=2)[CH2:6][CH2:5][CH2:4][CH2:3][CH2:2]1.FC(F)(F)C(O)=O.C(=O)(O)[O-].[Na+]. Product: [N:23]1([CH2:22][C:20]2[N:21]=[C:16]([C:14]([NH:13][C:10]3[CH:11]=[CH:12][C:7]([N:1]4[CH2:2][CH2:3][CH2:4][CH2:5][CH2:6]4)=[CH:8][C:9]=3[C:37]3[CH:42]=[C:41]([C:43](=[O:56])[NH:44][CH2:45][C:46]4[CH:51]=[CH:50][CH:49]=[C:48]([C:52]([F:53])([F:55])[F:54])[CH:47]=4)[CH:40]=[CH:39][N:38]=3)=[O:15])[CH:17]=[CH:18][CH:19]=2)[CH2:29][CH2:28][CH2:27][NH:26][CH2:25][CH2:24]1. The catalyst class is: 4. (2) Reactant: Cl[C:2]1[S:3][C:4]2[CH:10]=[C:9]([N+:11]([O-:13])=[O:12])[CH:8]=[CH:7][C:5]=2[N:6]=1.[NH:14]1[CH2:19][CH2:18][NH:17][CH2:16][CH2:15]1.C(N(CC)CC)C. Product: [N+:11]([C:9]1[CH:8]=[CH:7][C:5]2[N:6]=[C:2]([N:14]3[CH2:19][CH2:18][NH:17][CH2:16][CH2:15]3)[S:3][C:4]=2[CH:10]=1)([O-:13])=[O:12]. The catalyst class is: 7.